From a dataset of Forward reaction prediction with 1.9M reactions from USPTO patents (1976-2016). Predict the product of the given reaction. Given the reactants Br[C:2]1[CH:7]=[C:6]([O:8][CH3:9])[C:5]([Br:10])=[CH:4][C:3]=1[O:11][CH3:12].C([Li])CCC.CN([CH:21]=[O:22])C, predict the reaction product. The product is: [Br:10][C:5]1[C:6]([O:8][CH3:9])=[CH:7][C:2]([CH:21]=[O:22])=[C:3]([O:11][CH3:12])[CH:4]=1.